From a dataset of Catalyst prediction with 721,799 reactions and 888 catalyst types from USPTO. Predict which catalyst facilitates the given reaction. (1) Reactant: [NH:1]1[CH2:6][CH2:5][CH:4]([CH2:7][OH:8])[CH2:3][CH2:2]1.[F:9][C:10]1[CH:11]=[C:12]([CH:18]=[C:19]([F:21])[CH:20]=1)[CH:13]=[CH:14][C:15](O)=[O:16].F[P-](F)(F)(F)(F)F.N1(O[P+](N(C)C)(N(C)C)N(C)C)C2C=CC=CC=2N=N1.C(N(CC)CC)C. Product: [F:9][C:10]1[CH:11]=[C:12](/[CH:13]=[CH:14]/[C:15]([N:1]2[CH2:6][CH2:5][CH:4]([CH2:7][OH:8])[CH2:3][CH2:2]2)=[O:16])[CH:18]=[C:19]([F:21])[CH:20]=1. The catalyst class is: 4. (2) Reactant: [Cl:1][C:2]1[CH:3]=[C:4]([CH:9]=[CH:10][C:11]=1[O:12][CH:13]1[CH2:18][CH2:17][N:16]([C:19]2[N:24]=[CH:23][C:22]([CH2:25][CH3:26])=[CH:21][N:20]=2)[CH2:15][CH2:14]1)[C:5](OC)=[O:6].[H-].[H-].[H-].[H-].[Li+].[Al+3]. Product: [Cl:1][C:2]1[CH:3]=[C:4]([CH2:5][OH:6])[CH:9]=[CH:10][C:11]=1[O:12][CH:13]1[CH2:14][CH2:15][N:16]([C:19]2[N:20]=[CH:21][C:22]([CH2:25][CH3:26])=[CH:23][N:24]=2)[CH2:17][CH2:18]1. The catalyst class is: 1. (3) The catalyst class is: 1. Product: [CH2:16]([S:18][C:19]1[C:20]([C:25]([NH:1][C:2]2[CH:10]=[C:9]3[C:5](=[CH:4][C:3]=2[OH:15])[C:6]([F:14])([F:13])[O:7][C:8]3([F:11])[F:12])=[O:26])=[N:21][CH:22]=[CH:23][CH:24]=1)[CH3:17]. Reactant: [NH2:1][C:2]1[CH:10]=[C:9]2[C:5]([C:6]([F:14])([F:13])[O:7][C:8]2([F:12])[F:11])=[CH:4][C:3]=1[OH:15].[CH2:16]([S:18][C:19]1[C:20]([C:25](O)=[O:26])=[N:21][CH:22]=[CH:23][CH:24]=1)[CH3:17].CCN=C=NCCCN(C)C.[OH-].[Na+]. (4) Reactant: C([N:8](CC1C=CC=CC=1)[C:9]1[C:14]([F:15])=[CH:13][C:12]([N:16]2[CH2:21][CH2:20][N:19]([C:22]([O:24][C:25]([CH3:28])([CH3:27])[CH3:26])=[O:23])[CH2:18][CH2:17]2)=[CH:11][C:10]=1[F:29])C1C=CC=CC=1. Product: [NH2:8][C:9]1[C:10]([F:29])=[CH:11][C:12]([N:16]2[CH2:17][CH2:18][N:19]([C:22]([O:24][C:25]([CH3:27])([CH3:26])[CH3:28])=[O:23])[CH2:20][CH2:21]2)=[CH:13][C:14]=1[F:15]. The catalyst class is: 43.